This data is from NCI-60 drug combinations with 297,098 pairs across 59 cell lines. The task is: Regression. Given two drug SMILES strings and cell line genomic features, predict the synergy score measuring deviation from expected non-interaction effect. (1) Drug 1: C1=C(C(=O)NC(=O)N1)F. Drug 2: CC(C1=C(C=CC(=C1Cl)F)Cl)OC2=C(N=CC(=C2)C3=CN(N=C3)C4CCNCC4)N. Cell line: RPMI-8226. Synergy scores: CSS=70.0, Synergy_ZIP=-8.72, Synergy_Bliss=-17.8, Synergy_Loewe=-19.8, Synergy_HSA=-19.2. (2) Drug 1: C1=CN(C(=O)N=C1N)C2C(C(C(O2)CO)O)O.Cl. Drug 2: C(CCl)NC(=O)N(CCCl)N=O. Cell line: OVCAR-5. Synergy scores: CSS=28.5, Synergy_ZIP=-0.283, Synergy_Bliss=-1.50, Synergy_Loewe=-26.0, Synergy_HSA=-1.55. (3) Drug 1: CN1CCC(CC1)COC2=C(C=C3C(=C2)N=CN=C3NC4=C(C=C(C=C4)Br)F)OC. Drug 2: C1CCC(C(C1)N)N.C(=O)(C(=O)[O-])[O-].[Pt+4]. Cell line: CCRF-CEM. Synergy scores: CSS=34.2, Synergy_ZIP=-2.97, Synergy_Bliss=5.07, Synergy_Loewe=-7.45, Synergy_HSA=5.19. (4) Drug 1: CCC1(CC2CC(C3=C(CCN(C2)C1)C4=CC=CC=C4N3)(C5=C(C=C6C(=C5)C78CCN9C7C(C=CC9)(C(C(C8N6C=O)(C(=O)OC)O)OC(=O)C)CC)OC)C(=O)OC)O.OS(=O)(=O)O. Drug 2: C1=NC2=C(N=C(N=C2N1C3C(C(C(O3)CO)O)O)F)N. Cell line: TK-10. Synergy scores: CSS=25.7, Synergy_ZIP=-9.31, Synergy_Bliss=-2.66, Synergy_Loewe=-6.12, Synergy_HSA=-0.389.